Predict which catalyst facilitates the given reaction. From a dataset of Catalyst prediction with 721,799 reactions and 888 catalyst types from USPTO. Reactant: [O:1]=[C:2]1[C:7]([CH2:8][C:9]2[CH:14]=[CH:13][C:12]([C:15]3[CH:20]=[CH:19][CH:18]=[CH:17][C:16]=3[C:21]3[NH:25][C:24](=[O:26])[O:23][N:22]=3)=[CH:11][CH:10]=2)=[C:6]([CH2:27][CH2:28][CH3:29])[N:5]2[N:30]=[CH:31][N:32]=[C:4]2[N:3]1[CH2:33][C:34]([O:36]C(C)(C)C)=[O:35].FC(F)(F)C(O)=O. Product: [O:1]=[C:2]1[C:7]([CH2:8][C:9]2[CH:10]=[CH:11][C:12]([C:15]3[CH:20]=[CH:19][CH:18]=[CH:17][C:16]=3[C:21]3[NH:25][C:24](=[O:26])[O:23][N:22]=3)=[CH:13][CH:14]=2)=[C:6]([CH2:27][CH2:28][CH3:29])[N:5]2[N:30]=[CH:31][N:32]=[C:4]2[N:3]1[CH2:33][C:34]([OH:36])=[O:35]. The catalyst class is: 11.